From a dataset of Forward reaction prediction with 1.9M reactions from USPTO patents (1976-2016). Predict the product of the given reaction. (1) Given the reactants [N:1]([C@@H:4]([C@@H:34]([C:43]1[CH:48]=[CH:47][C:46]([Cl:49])=[CH:45][CH:44]=1)[C:35]1[CH:36]=[N:37][C:38]([O:41][CH3:42])=[CH:39][CH:40]=1)[C:5]([NH:7][C:8]1[CH:13]=[CH:12][CH:11]=[C:10]([F:14])[C:9]=1[CH2:15][CH2:16][C@H:17]([NH:24][S:25]([C:28]1[CH:33]=[CH:32][CH:31]=[CH:30][CH:29]=1)(=[O:27])=[O:26])[CH2:18][NH:19][CH2:20][C@H:21]([OH:23])[CH3:22])=[O:6])=[N+:2]=[N-:3].[C:50](O[C:50]([O:52][C:53]([CH3:56])([CH3:55])[CH3:54])=[O:51])([O:52][C:53]([CH3:56])([CH3:55])[CH3:54])=[O:51].C(N(CC)CC)C, predict the reaction product. The product is: [N:1]([C@@H:4]([C@@H:34]([C:43]1[CH:44]=[CH:45][C:46]([Cl:49])=[CH:47][CH:48]=1)[C:35]1[CH:36]=[N:37][C:38]([O:41][CH3:42])=[CH:39][CH:40]=1)[C:5]([NH:7][C:8]1[CH:13]=[CH:12][CH:11]=[C:10]([F:14])[C:9]=1[CH2:15][CH2:16][C@H:17]([NH:24][S:25]([C:28]1[CH:33]=[CH:32][CH:31]=[CH:30][CH:29]=1)(=[O:27])=[O:26])[CH2:18][N:19]([CH2:20][C@@H:21]([OH:23])[CH3:22])[C:50](=[O:51])[O:52][C:53]([CH3:56])([CH3:55])[CH3:54])=[O:6])=[N+:2]=[N-:3]. (2) Given the reactants [Cl:1][C:2]1[C:7]([CH3:8])=[CH:6][C:5]([S:9]([CH2:12][NH:13][CH2:14][CH2:15][NH:16][C:17](=[O:28])[CH2:18][CH2:19][C:20]2[CH:25]=[CH:24][C:23]([C:26]#[N:27])=[CH:22][CH:21]=2)(=[O:11])=[O:10])=[C:4]([CH3:29])[CH:3]=1.[S].[CH2:31](N)[CH2:32][NH2:33], predict the reaction product. The product is: [Cl:1][C:2]1[C:7]([CH3:8])=[CH:6][C:5]([S:9]([CH2:12][NH:13][CH2:14][CH2:15][NH:16][C:17](=[O:28])[CH2:18][CH2:19][C:20]2[CH:25]=[CH:24][C:23]([C:26]3[NH:33][CH2:32][CH2:31][N:27]=3)=[CH:22][CH:21]=2)(=[O:10])=[O:11])=[C:4]([CH3:29])[CH:3]=1.